From a dataset of Full USPTO retrosynthesis dataset with 1.9M reactions from patents (1976-2016). Predict the reactants needed to synthesize the given product. (1) Given the product [C:39]([C:8]1[C:9]([CH2:19][C:20]2[CH:25]=[CH:24][CH:23]=[CH:22][C:21]=2[S:26]([N:29]2[CH2:30][CH2:31][CH2:32][CH2:33]2)(=[O:27])=[O:28])=[C:10]([CH3:18])[N:11]([CH2:12][C:13]([O:15][CH2:16][CH3:17])=[O:14])[C:7]=1[CH:1]1[CH2:6][CH2:5][CH2:4][CH2:3][CH2:2]1)#[N:38], predict the reactants needed to synthesize it. The reactants are: [CH:1]1([C:7]2[N:11]([CH2:12][C:13]([O:15][CH2:16][CH3:17])=[O:14])[C:10]([CH3:18])=[C:9]([CH2:19][C:20]3[CH:25]=[CH:24][CH:23]=[CH:22][C:21]=3[S:26]([N:29]3[CH2:33][CH2:32][CH2:31][CH2:30]3)(=[O:28])=[O:27])[CH:8]=2)[CH2:6][CH2:5][CH2:4][CH2:3][CH2:2]1.ClS([N:38]=[C:39]=O)(=O)=O.CN(C)C=O. (2) Given the product [Cl:1][C:2]1[CH:3]=[C:4]([C:9]2[CH2:14][CH2:13][NH:12][CH2:11][CH:10]=2)[CH:5]=[CH:6][C:7]=1[Cl:8], predict the reactants needed to synthesize it. The reactants are: [Cl:1][C:2]1[CH:3]=[C:4]([C:9]2(O)[CH2:14][CH2:13][N:12](C(OC(C)(C)C)=O)[CH2:11][CH2:10]2)[CH:5]=[CH:6][C:7]=1[Cl:8]. (3) The reactants are: N.[Li].[OH:3][C@H:4]1[C@:8]2([CH3:22])[CH2:9][C@H:10]3[C@H:19]([CH2:20][C@H:7]2[CH2:6][CH2:5]1)[C@@H:18]1[C:13](=[CH:14][C:15](=[O:21])[CH2:16][CH2:17]1)[CH2:12][CH2:11]3.[NH4+].[Cl-]. Given the product [OH:3][C@H:4]1[C@:8]2([CH3:22])[CH2:9][C@H:10]3[C@H:19]([CH2:20][C@H:7]2[CH2:6][CH2:5]1)[C@@H:18]1[C@H:13]([CH2:14][C:15](=[O:21])[CH2:16][CH2:17]1)[CH2:12][CH2:11]3, predict the reactants needed to synthesize it. (4) Given the product [OH:3][CH2:4][C@@H:5]1[NH:6][C:7](=[O:12])[C:8]([CH3:11])([CH3:10])[CH2:9]1, predict the reactants needed to synthesize it. The reactants are: CC1(C)[N:6]2[C:7](=[O:12])[C:8]([CH3:11])([CH3:10])[CH2:9][C@@H:5]2[CH2:4][O:3]1.O.C1(C)C=CC(S(O)(=O)=O)=CC=1. (5) Given the product [Cl:1][C:2]1[CH:7]=[C:6]([Cl:8])[CH:5]=[CH:4][C:3]=1[C:9]1[C:29](=[O:30])[N:28]([CH3:31])[C:12]2[N:13]([CH3:27])[C:14]3[C:19]([C:11]=2[CH:10]=1)=[CH:18][C:17]([C:20]1[N:21]=[C:22]([CH:25]([OH:26])[CH3:32])[S:23][CH:24]=1)=[CH:16][CH:15]=3, predict the reactants needed to synthesize it. The reactants are: [Cl:1][C:2]1[CH:7]=[C:6]([Cl:8])[CH:5]=[CH:4][C:3]=1[C:9]1[C:29](=[O:30])[N:28]([CH3:31])[C:12]2[N:13]([CH3:27])[C:14]3[C:19]([C:11]=2[CH:10]=1)=[CH:18][C:17]([C:20]1[N:21]=[C:22]([CH:25]=[O:26])[S:23][CH:24]=1)=[CH:16][CH:15]=3.[CH3:32][Mg]Br. (6) Given the product [C:1]1([C:11]2[CH:16]=[CH:15][CH:14]=[CH:13][CH:12]=2)[C:2]([CH2:7][C:8]([Cl:20])=[O:9])=[CH:3][CH:4]=[CH:5][CH:6]=1, predict the reactants needed to synthesize it. The reactants are: [C:1]1([C:11]2[CH:16]=[CH:15][CH:14]=[CH:13][CH:12]=2)[C:2]([CH2:7][C:8](O)=[O:9])=[CH:3][CH:4]=[CH:5][CH:6]=1.C(Cl)(=O)C([Cl:20])=O.CN(C)C=O. (7) Given the product [C:31]([O:30][C:28](=[O:29])[CH2:27][O:17][C@H:13]1[C@H:12]2[CH2:16][C@H:15]([C@@H:10]([C:8]([N:4]3[CH2:5][CH2:6][CH2:7][C@H:3]3[C:1]#[N:2])=[O:9])[N:11]2[C:18]([O:20][C:21]([CH3:24])([CH3:23])[CH3:22])=[O:19])[CH2:14]1)([CH3:34])([CH3:33])[CH3:32], predict the reactants needed to synthesize it. The reactants are: [C:1]([C@@H:3]1[CH2:7][CH2:6][CH2:5][N:4]1[C:8]([C@@H:10]1[C@H:15]2[CH2:16][C@H:12]([C@H:13]([OH:17])[CH2:14]2)[N:11]1[C:18]([O:20][C:21]([CH3:24])([CH3:23])[CH3:22])=[O:19])=[O:9])#[N:2].[N+](=[CH:27][C:28]([O:30][C:31]([CH3:34])([CH3:33])[CH3:32])=[O:29])=[N-]. (8) Given the product [CH2:20]([CH:3]([CH2:1][CH3:2])[CH:4]([C:10]1[CH:11]=[CH:12][C:13]([NH2:16])=[CH:14][CH:15]=1)[N:5]1[CH:9]=[CH:8][N:7]=[CH:6]1)[CH3:21], predict the reactants needed to synthesize it. The reactants are: [CH2:1]([CH:3]([CH2:20][CH3:21])[CH:4]([C:10]1[CH:15]=[CH:14][C:13]([NH:16]C(=O)C)=[CH:12][CH:11]=1)[N:5]1[CH:9]=[CH:8][N:7]=[CH:6]1)[CH3:2].[OH-].[Na+]. (9) Given the product [NH2:14][C:13]1[N:12]=[C:9]([CH2:10][CH3:11])[N:8]([CH2:1][C:2]2[CH:7]=[CH:6][CH:5]=[CH:4][CH:3]=2)[C:22]=1[C:23]([O:25][CH2:26][CH3:27])=[O:24], predict the reactants needed to synthesize it. The reactants are: [CH2:1]([NH:8][C:9](=[N:12][C:13]#[N:14])[CH2:10][CH3:11])[C:2]1[CH:7]=[CH:6][CH:5]=[CH:4][CH:3]=1.C(=O)([O-])[O-].[K+].[K+].Br[CH2:22][C:23]([O:25][CH2:26][CH3:27])=[O:24].CC(C)([O-])C.[K+]. (10) Given the product [NH2:24][C:22]1[N:23]=[C:19]([NH:18][C:15]2[CH:16]=[CH:17][C:12]([O:11][CH2:10][CH2:9][CH2:8][NH2:7])=[CH:13][CH:14]=2)[S:20][C:21]=1[C:25]([C:26]1[CH:31]=[CH:30][C:29]([O:32][CH3:33])=[C:28]([F:34])[CH:27]=1)=[O:35], predict the reactants needed to synthesize it. The reactants are: C(OC(=O)[NH:7][CH2:8][CH2:9][CH2:10][O:11][C:12]1[CH:17]=[CH:16][C:15]([NH:18][C:19]2[S:20][C:21]([C:25](=[O:35])[C:26]3[CH:31]=[CH:30][C:29]([O:32][CH3:33])=[C:28]([F:34])[CH:27]=3)=[C:22]([NH2:24])[N:23]=2)=[CH:14][CH:13]=1)(C)(C)C.FC(F)(F)C(O)=O.